From a dataset of Catalyst prediction with 721,799 reactions and 888 catalyst types from USPTO. Predict which catalyst facilitates the given reaction. (1) Reactant: C[O-].[Na+].[CH3:4][O:5][C:6]1[CH:14]=[CH:13][CH:12]=[CH:11][C:7]=1[CH2:8][C:9]#[N:10].[C:15]1(=O)[CH2:20][CH2:19][CH2:18][CH2:17][CH2:16]1.C(O)=O. Product: [C:15]1(=[C:8]([C:7]2[CH:11]=[CH:12][CH:13]=[CH:14][C:6]=2[O:5][CH3:4])[C:9]#[N:10])[CH2:20][CH2:19][CH2:18][CH2:17][CH2:16]1. The catalyst class is: 8. (2) Reactant: [CH3:1][CH:2]1[CH2:8][C:7]2[CH:9]=[C:10]3[O:15][CH2:14][O:13][C:11]3=[CH:12][C:6]=2[C:5]([C:16]2[CH:21]=[CH:20][C:19]([N+:22]([O-:24])=[O:23])=[CH:18][CH:17]=2)=[N:4][N:3]1[C:25](=[S:28])[NH:26][NH2:27].Cl[CH2:30][C:31](=O)[CH3:32]. The catalyst class is: 9. Product: [CH3:1][CH:2]1[CH2:8][C:7]2[CH:9]=[C:10]3[O:15][CH2:14][O:13][C:11]3=[CH:12][C:6]=2[C:5]([C:16]2[CH:17]=[CH:18][C:19]([N+:22]([O-:24])=[O:23])=[CH:20][CH:21]=2)=[N:4][N:3]1[C:25]1[S:28][CH2:30][C:31]([CH3:32])=[N:27][N:26]=1.